Dataset: Full USPTO retrosynthesis dataset with 1.9M reactions from patents (1976-2016). Task: Predict the reactants needed to synthesize the given product. (1) Given the product [C:6]([C:5]1[CH:8]=[CH:9][C:2]([N:17]2[CH2:22][CH2:21][CH2:20][C@@H:19]([NH:23][C:24]3[CH:29]=[CH:28][N:27]=[C:26]([C:30]4[CH:31]=[N:32][N:33]5[CH:38]=[CH:37][C:36]([C:39]#[N:40])=[CH:35][C:34]=45)[N:25]=3)[CH2:18]2)=[N:3][CH:4]=1)#[N:7], predict the reactants needed to synthesize it. The reactants are: Cl[C:2]1[CH:9]=[CH:8][C:5]([C:6]#[N:7])=[CH:4][N:3]=1.C(N(CC)CC)C.[NH:17]1[CH2:22][CH2:21][CH2:20][C@@H:19]([NH:23][C:24]2[CH:29]=[CH:28][N:27]=[C:26]([C:30]3[CH:31]=[N:32][N:33]4[CH:38]=[CH:37][C:36]([C:39]#[N:40])=[CH:35][C:34]=34)[N:25]=2)[CH2:18]1.C(=O)([O-])O.[Na+]. (2) Given the product [CH2:1]1[C:10]2[C:5](=[CH:6][CH:7]=[CH:8][CH:9]=2)[CH2:4][CH2:3][N:2]1[C:12]([NH:11][C:14]1[CH:23]=[CH:22][C:17]([C:18]([O:20][CH3:21])=[O:19])=[CH:16][CH:15]=1)=[O:13], predict the reactants needed to synthesize it. The reactants are: [CH2:1]1[C:10]2[C:5](=[CH:6][CH:7]=[CH:8][CH:9]=2)[CH2:4][CH2:3][NH:2]1.[N:11]([C:14]1[CH:23]=[CH:22][C:17]([C:18]([O:20][CH3:21])=[O:19])=[CH:16][CH:15]=1)=[C:12]=[O:13]. (3) The reactants are: [NH2:1][C:2]1[N:14]=[C:13]2[N:4]([C:5]([CH2:17][C:18]3[CH:26]=[CH:25][C:21]4[O:22][CH2:23][O:24][C:20]=4[CH:19]=3)=[N:6][C:7]3[CH:8]=[CH:9][C:10]([C:15]#[N:16])=[CH:11][C:12]=32)[N:3]=1.[BH4-].[Na+]. Given the product [NH2:16][CH2:15][C:10]1[CH:9]=[CH:8][C:7]2[N:6]=[C:5]([CH2:17][C:18]3[CH:26]=[CH:25][C:21]4[O:22][CH2:23][O:24][C:20]=4[CH:19]=3)[N:4]3[N:3]=[C:2]([NH2:1])[N:14]=[C:13]3[C:12]=2[CH:11]=1, predict the reactants needed to synthesize it. (4) Given the product [Br:1][C:2]1[N:3]=[CH:4][C:5](/[CH:43]=[CH:42]/[C:41]([O:45][CH2:46][CH3:47])=[O:44])=[CH:6][C:7]=1[CH3:8], predict the reactants needed to synthesize it. The reactants are: [Br:1][C:2]1[C:7]([CH3:8])=[CH:6][C:5](I)=[CH:4][N:3]=1.C1(C)C=CC=CC=1P(C1C=CC=CC=1C)C1C=CC=CC=1C.C(N(C(C)C)CC)(C)C.[C:41]([O:45][CH2:46][CH3:47])(=[O:44])[CH:42]=[CH2:43]. (5) Given the product [N:12]1[NH:11][N:10]=[N:9][C:8]=1[C:6]1[CH:7]=[C:2]([C:21]2[S:25][C:24]3[CH:26]=[CH:27][C:28]([NH2:30])=[CH:29][C:23]=3[CH:22]=2)[CH:3]=[N:4][CH:5]=1.[Br:1][C:2]1[CH:3]=[N:4][CH:5]=[C:6]([C:8]2[N:9]=[N:10][NH:11][N:12]=2)[CH:7]=1, predict the reactants needed to synthesize it. The reactants are: [Br:1][C:2]1[CH:3]=[N:4][CH:5]=[C:6]([C:8]2[N:9]=[N:10][NH:11][N:12]=2)[CH:7]=1.CC1(C)C(C)(C)OB([C:21]2[S:25][C:24]3[CH:26]=[CH:27][C:28]([NH2:30])=[CH:29][C:23]=3[CH:22]=2)O1.C1(P(C2C=CC=CC=2)C2C=CC=CC=2)C=CC=CC=1.C(=O)([O-])[O-].[Na+].[Na+]. (6) Given the product [NH2:7][CH2:8][CH2:9][CH2:10][N:11]([CH2:14][C:15]1[CH:16]=[C:17]([C:21]2[C:26]([F:27])=[CH:25][N:24]=[C:23]([NH:30][CH2:31][CH2:32][C:33]3[CH:38]=[CH:37][C:36]([OH:39])=[CH:35][CH:34]=3)[N:22]=2)[CH:18]=[CH:19][CH:20]=1)[CH2:12][CH3:13], predict the reactants needed to synthesize it. The reactants are: C(OC(=O)[NH:7][CH2:8][CH2:9][CH2:10][N:11]([CH2:14][C:15]1[CH:20]=[CH:19][CH:18]=[C:17]([C:21]2[C:26]([F:27])=[CH:25][N:24]=[C:23](Cl)[N:22]=2)[CH:16]=1)[CH2:12][CH3:13])(C)(C)C.[NH2:30][CH2:31][CH2:32][C:33]1[CH:38]=[CH:37][C:36]([OH:39])=[CH:35][CH:34]=1.